This data is from Reaction yield outcomes from USPTO patents with 853,638 reactions. The task is: Predict the reaction yield, written as a fraction of the theoretical maximum amount of product (1.0 means a 100% yield; for example, 0.34 means a 34% yield). (1) The reactants are [F:1][C:2]1[CH:3]=[C:4]([CH2:10][C:11]([OH:13])=O)[CH:5]=[CH:6][C:7]=1[O:8][CH3:9].[F:14][C:15]1[CH:20]=[CH:19][CH:18]=[CH:17][C:16]=1[O:21][CH3:22]. No catalyst specified. The product is [F:14][C:15]1[CH:20]=[C:19]([C:11](=[O:13])[CH2:10][C:4]2[CH:5]=[CH:6][C:7]([O:8][CH3:9])=[C:2]([F:1])[CH:3]=2)[CH:18]=[CH:17][C:16]=1[O:21][CH3:22]. The yield is 0.775. (2) The reactants are Cl[C:2]1[N:3]=[C:4]([N:21]2[CH2:26][CH2:25][O:24][CH2:23][CH2:22]2)[C:5]2[S:10][C:9]([CH2:11][N:12]3[CH2:17][CH2:16][CH:15]([N:18]([CH3:20])[CH3:19])[CH2:14][CH2:13]3)=[CH:8][C:6]=2[N:7]=1.[S:27]1[CH:31]=[C:30](B(O)O)[C:29]2[CH:35]=[CH:36][CH:37]=[CH:38][C:28]1=2.C(=O)([O-])[O-].[Na+].[Na+]. The catalyst is C1C=CC(P(C2C=CC=CC=2)[C-]2C=CC=C2)=CC=1.C1C=CC(P(C2C=CC=CC=2)[C-]2C=CC=C2)=CC=1.Cl[Pd]Cl.[Fe+2].C(#N)C. The product is [S:27]1[CH:31]=[C:30]([C:2]2[N:3]=[C:4]([N:21]3[CH2:26][CH2:25][O:24][CH2:23][CH2:22]3)[C:5]3[S:10][C:9]([CH2:11][N:12]4[CH2:17][CH2:16][CH:15]([N:18]([CH3:20])[CH3:19])[CH2:14][CH2:13]4)=[CH:8][C:6]=3[N:7]=2)[C:29]2[CH:35]=[CH:36][CH:37]=[CH:38][C:28]1=2. The yield is 0.482. (3) The reactants are O[CH:2]=[C:3]1[C:11]2[C:6](=[CH:7][C:8]([C:12]([C:14]3[CH:15]=[C:16]([NH:20][C:21](=[O:23])[CH3:22])[CH:17]=[CH:18][CH:19]=3)=[O:13])=[CH:9][CH:10]=2)[NH:5][C:4]1=[O:24].[NH2:25][C:26]1[CH:31]=[CH:30][C:29]([N:32]2[CH2:37][CH2:36][O:35][CH2:34][CH2:33]2)=[CH:28][CH:27]=1. The product is [N:32]1([C:29]2[CH:28]=[CH:27][C:26]([NH:25][CH:2]=[C:3]3[C:11]4[C:6](=[CH:7][C:8]([C:12]([C:14]5[CH:15]=[C:16]([NH:20][C:21](=[O:23])[CH3:22])[CH:17]=[CH:18][CH:19]=5)=[O:13])=[CH:9][CH:10]=4)[NH:5][C:4]3=[O:24])=[CH:31][CH:30]=2)[CH2:37][CH2:36][O:35][CH2:34][CH2:33]1. The catalyst is C1COCC1. The yield is 0.500. (4) The reactants are [Br:1][C:2]1[CH:7]=[C:6]([N+:8]([O-])=O)[C:5]([CH3:11])=[CH:4][C:3]=1[O:12][C:13]1[CH:18]=[CH:17][C:16]([F:19])=[CH:15][C:14]=1[F:20].[NH4+].[Cl-]. The catalyst is C1COCC1.CO.[Zn]. The product is [Br:1][C:2]1[C:3]([O:12][C:13]2[CH:18]=[CH:17][C:16]([F:19])=[CH:15][C:14]=2[F:20])=[CH:4][C:5]([CH3:11])=[C:6]([NH2:8])[CH:7]=1. The yield is 0.810. (5) The catalyst is C(Cl)Cl. The reactants are [C:1]1([CH3:17])[CH:6]=[CH:5][C:4]([S:7]([N:10]2[CH:14]=[CH:13][N:12]=[C:11]2[CH:15]=[O:16])(=[O:9])=[O:8])=[CH:3][CH:2]=1.C(O)(C(F)(F)F)=O. The yield is 0.360. The product is [C:1]1([CH3:17])[CH:2]=[CH:3][C:4]([S:7]([N:10]2[CH:14]=[CH:13][N:12]=[C:11]2[CH2:15][OH:16])(=[O:9])=[O:8])=[CH:5][CH:6]=1.